From a dataset of Reaction yield outcomes from USPTO patents with 853,638 reactions. Predict the reaction yield, written as a fraction of the theoretical maximum amount of product (1.0 means a 100% yield; for example, 0.34 means a 34% yield). The reactants are [C:12]([O:11][C:9](O[C:9]([O:11][C:12]([CH3:15])([CH3:14])[CH3:13])=[O:10])=[O:10])([CH3:15])([CH3:14])[CH3:13].C(=O)([O-])[O-].[K+].[K+].Cl.[NH2:23][C@:24]1([C:41]([OH:43])=[O:42])[C@H:29]2[C@H:27]([C@@H:28]2[C:30]([O:32][CH2:33][CH3:34])=[O:31])[C@@H:26]([S:35][C:36]2[N:40]=[CH:39][NH:38][N:37]=2)[CH2:25]1.O. The catalyst is O1CCOCC1. The product is [C:12]([O:11][C:9]([NH:23][C@@:24]1([C:41]([OH:43])=[O:42])[CH2:25][C@H:26]([S:35][C:36]2[N:40]=[CH:39][NH:38][N:37]=2)[C@@H:27]2[C@H:29]1[C@H:28]2[C:30]([O:32][CH2:33][CH3:34])=[O:31])=[O:10])([CH3:13])([CH3:14])[CH3:15]. The yield is 0.310.